Predict the reactants needed to synthesize the given product. From a dataset of Full USPTO retrosynthesis dataset with 1.9M reactions from patents (1976-2016). The reactants are: [CH3:1][C:2]1[O:8][CH:7]=[C:6]([OH:9])[C:4](=[O:5])[CH:3]=1.CN(C)C.[C:14](O[C:14](=[O:20])[CH2:15][CH2:16][CH2:17][CH2:18][CH3:19])(=[O:20])[CH2:15][CH2:16][CH2:17][CH2:18][CH3:19]. Given the product [C:14]([O:9][C:6]1[C:4](=[O:5])[CH:3]=[C:2]([CH3:1])[O:8][CH:7]=1)(=[O:20])[CH2:15][CH2:16][CH2:17][CH2:18][CH3:19], predict the reactants needed to synthesize it.